Dataset: Catalyst prediction with 721,799 reactions and 888 catalyst types from USPTO. Task: Predict which catalyst facilitates the given reaction. Reactant: [Cl:1][C:2]1[C:7]([CH3:8])=[C:6]([Cl:9])[N:5]2[N:10]=[CH:11][C:12]([CH:13]=[O:14])=[C:4]2[N:3]=1.[BH4-].[Na+].[NH4+].[Cl-]. Product: [Cl:1][C:2]1[C:7]([CH3:8])=[C:6]([Cl:9])[N:5]2[N:10]=[CH:11][C:12]([CH2:13][OH:14])=[C:4]2[N:3]=1. The catalyst class is: 8.